Dataset: Forward reaction prediction with 1.9M reactions from USPTO patents (1976-2016). Task: Predict the product of the given reaction. (1) Given the reactants C([O:8][C:9]1[CH:10]=[CH:11][C:12]2[O:16][C:15]([CH:17]=[CH:18][CH2:19][CH2:20][CH2:21][CH2:22][CH2:23][CH3:24])=[CH:14][C:13]=2[C:25]=1[C:26]([CH3:29])([CH3:28])[CH3:27])C1C=CC=CC=1, predict the reaction product. The product is: [C:26]([C:25]1[C:13]2[CH:14]=[C:15]([CH2:17][CH2:18][CH2:19][CH2:20][CH2:21][CH2:22][CH2:23][CH3:24])[O:16][C:12]=2[CH:11]=[CH:10][C:9]=1[OH:8])([CH3:29])([CH3:28])[CH3:27]. (2) Given the reactants C(OC(C1C(O)=C2C=C(C3C=CC(F)=CC=3)N(C3C=CC=CC=3)C2=CN=1)=O)C.[CH2:29]([O:31][C:32]([C:34]1[C:35]([OH:58])=[C:36]2[C:42](Br)=[C:41]([C:44]3[CH:49]=[CH:48][C:47]([F:50])=[CH:46][CH:45]=3)[N:40]([C:51]3[CH:56]=[CH:55][C:54]([F:57])=[CH:53][CH:52]=3)[C:37]2=[CH:38][N:39]=1)=[O:33])[CH3:30], predict the reaction product. The product is: [CH2:29]([O:31][C:32]([C:34]1[C:35]([OH:58])=[C:36]2[CH:42]=[C:41]([C:44]3[CH:45]=[CH:46][C:47]([F:50])=[CH:48][CH:49]=3)[N:40]([C:51]3[CH:56]=[CH:55][C:54]([F:57])=[CH:53][CH:52]=3)[C:37]2=[CH:38][N:39]=1)=[O:33])[CH3:30]. (3) Given the reactants Br[N:2]1[C:10]2[C:5](=[CH:6][CH:7]=[CH:8][CH:9]=2)[C:4]([CH3:11])=[C:3]1[C:12]1[CH:17]=[CH:16][CH:15]=[CH:14][C:13]=1[F:18].[CH3:19][N:20]([CH3:34])[S:21]([C:24]1[CH:29]=[CH:28][C:27](B(O)O)=[C:26]([CH3:33])[CH:25]=1)(=[O:23])=[O:22].C(=O)([O-])[O-].[K+].[K+], predict the reaction product. The product is: [F:18][C:13]1[CH:14]=[CH:15][CH:16]=[CH:17][C:12]=1[C:3]1[NH:2][C:10]2[C:5]([C:4]=1[CH3:11])=[CH:6][C:7]([C:27]1[CH:28]=[CH:29][C:24]([S:21]([N:20]([CH3:34])[CH3:19])(=[O:23])=[O:22])=[CH:25][C:26]=1[CH3:33])=[CH:8][CH:9]=2. (4) Given the reactants O=[C:2]([CH3:14])[CH:3]([C:8]1[CH:13]=[CH:12][CH:11]=[CH:10][CH:9]=1)[C:4](OC)=[O:5].O.[NH2:16][NH2:17], predict the reaction product. The product is: [CH3:14][C:2]1[C:3]([C:8]2[CH:13]=[CH:12][CH:11]=[CH:10][CH:9]=2)=[C:4]([OH:5])[NH:17][N:16]=1. (5) Given the reactants [C:1]([Si:5]([C:40]1[CH:45]=[CH:44][CH:43]=[CH:42][CH:41]=1)([C:34]1[CH:39]=[CH:38][CH:37]=[CH:36][CH:35]=1)[O:6][CH2:7][CH2:8][C:9]1[C:17]2[C:16]([Cl:18])=[N:15][C:14]([NH:19]C(=O)C)=[N:13][C:12]=2[N:11]([CH2:23][C:24]2[C:29]([CH3:30])=[C:28]([O:31][CH3:32])[C:27]([CH3:33])=[CH:26][N:25]=2)[CH:10]=1)([CH3:4])([CH3:3])[CH3:2].[OH-].[Na+].CCOC(C)=O.CCCCCC, predict the reaction product. The product is: [C:1]([Si:5]([C:40]1[CH:45]=[CH:44][CH:43]=[CH:42][CH:41]=1)([C:34]1[CH:39]=[CH:38][CH:37]=[CH:36][CH:35]=1)[O:6][CH2:7][CH2:8][C:9]1[C:17]2[C:16]([Cl:18])=[N:15][C:14]([NH2:19])=[N:13][C:12]=2[N:11]([CH2:23][C:24]2[C:29]([CH3:30])=[C:28]([O:31][CH3:32])[C:27]([CH3:33])=[CH:26][N:25]=2)[CH:10]=1)([CH3:4])([CH3:2])[CH3:3].